Predict the reaction yield, written as a fraction of the theoretical maximum amount of product (1.0 means a 100% yield; for example, 0.34 means a 34% yield). From a dataset of Reaction yield outcomes from USPTO patents with 853,638 reactions. (1) The reactants are [CH3:1][O:2][C:3]1[CH:4]=[C:5]2[C:10](=[CH:11][C:12]=1[O:13][CH2:14][CH2:15][CH2:16][S:17]([CH3:20])(=[O:19])=[O:18])[N:9]=[CH:8][N:7](COC(=O)C(C)(C)C)[C:6]2=[O:29].[OH-].[Na+].CC1C=CC(COC(NNC(C2C=NC=CN=2)=O)=O)=CC=1.Cl. The catalyst is CO.O. The product is [CH3:1][O:2][C:3]1[CH:4]=[C:5]2[C:10](=[CH:11][C:12]=1[O:13][CH2:14][CH2:15][CH2:16][S:17]([CH3:20])(=[O:19])=[O:18])[N:9]=[CH:8][NH:7][C:6]2=[O:29]. The yield is 0.900. (2) The product is [NH2:28][C@H:24]1[CH2:25][CH2:26][CH2:27][C@H:23]1[NH:22][C:14]1[N:13]=[C:12]([NH:11][C:7]2[CH:8]=[CH:9][CH:10]=[C:5]([S:2]([CH3:1])(=[O:4])=[O:3])[CH:6]=2)[C:17]2[C:18](=[O:21])[NH:19][CH2:20][C:16]=2[CH:15]=1. The catalyst is CC(O)=O. The reactants are [CH3:1][S:2]([C:5]1[CH:6]=[C:7]([NH:11][C:12]2[C:17]3[C:18](=[O:21])[NH:19][CH2:20][C:16]=3[CH:15]=[C:14]([NH:22][C@@H:23]3[CH2:27][CH2:26][CH2:25][C@@H:24]3[NH:28]C(=O)OC(C)(C)C)[N:13]=2)[CH:8]=[CH:9][CH:10]=1)(=[O:4])=[O:3].Cl. The yield is 0.670. (3) The product is [F:31][C:3]1[CH:4]=[C:5]2[C:9](=[CH:10][C:2]=1[NH:1][C:41](=[O:42])[CH2:40][O:39][CH3:38])[NH:8][C:7](=[O:11])[CH2:6]2. The reactants are [NH2:1][C:2]1[CH:10]=[C:9]2[C:5]([C:6](=CC3NC4CCN(CCN(CC)CC)C(=O)C=4C=3C)[C:7](=[O:11])[NH:8]2)=[CH:4][C:3]=1[F:31].N1CCCCC1.[CH3:38][O:39][CH2:40][C:41](Cl)=[O:42]. The yield is 0.692. The catalyst is O1CCCC1. (4) The reactants are CO[C:3](=O)[C:4]1[CH:9]=[CH:8][C:7]([C:10]2[C:33](=[O:34])[N:32]([CH2:35][CH3:36])[C:13]3[N:14]=[C:15]([NH:18][C:19]4[CH:24]=[CH:23][C:22]([N:25]5[CH2:30][CH2:29][N:28]([CH3:31])[CH2:27][CH2:26]5)=[CH:21][CH:20]=4)[N:16]=[CH:17][C:12]=3[CH:11]=2)=[C:6]([Cl:37])[CH:5]=1.[OH2:39].[NH2:40][NH2:41]. The catalyst is C(O)C. The product is [Cl:37][C:6]1[CH:5]=[C:4]([CH:9]=[CH:8][C:7]=1[C:10]1[C:33](=[O:34])[N:32]([CH2:35][CH3:36])[C:13]2[N:14]=[C:15]([NH:18][C:19]3[CH:20]=[CH:21][C:22]([N:25]4[CH2:26][CH2:27][N:28]([CH3:31])[CH2:29][CH2:30]4)=[CH:23][CH:24]=3)[N:16]=[CH:17][C:12]=2[CH:11]=1)[C:3]([NH:40][NH2:41])=[O:39]. The yield is 0.570. (5) The reactants are [NH:1]1C=NC=N1.P(Cl)(Cl)(Cl)=O.[N:11]1([C:19]([CH2:21][C@H:22]([CH2:35][OH:36])[O:23][CH2:24][P:25]([O:31][CH:32]([CH3:34])[CH3:33])([O:27][CH:28]([CH3:30])[CH3:29])=[O:26])=[O:20])[CH:18]=[CH:17][C:15](=O)[NH:14][C:12]1=[O:13]. The catalyst is N1C=CC=CC=1. The product is [N:11]1([C:19]([CH2:21][C@H:22]([CH2:35][OH:36])[O:23][CH2:24][P:25]([O:31][CH:32]([CH3:34])[CH3:33])([O:27][CH:28]([CH3:30])[CH3:29])=[O:26])=[O:20])[CH:18]=[CH:17][C:15]([NH2:1])=[N:14][C:12]1=[O:13]. The yield is 0.730. (6) The reactants are CO[C:3](=[O:19])[C:4]1[CH:9]=[C:8]([C:10](=[O:13])[CH2:11][CH3:12])[C:7]([C:14]([F:17])([F:16])[F:15])=[CH:6][C:5]=1C.CC[N:22]([CH2:25]C)CC.[CH3:27][S:28]([NH:31][NH2:32])(=[O:30])=[O:29].[OH-:33].[Na+].Cl. The catalyst is C1COCC1.CCOC(C)=O. The product is [O:33]=[C:25]1[N:32]([NH:31][S:28]([CH3:27])(=[O:30])=[O:29])[C:3](=[O:19])[C:4]2[C:5](=[CH:6][C:7]([C:14]([F:15])([F:16])[F:17])=[C:8]([C:10](=[O:13])[CH2:11][CH3:12])[CH:9]=2)[NH:22]1. The yield is 0.790. (7) The reactants are [C:1]([O:5][C:6]([NH:8][CH2:9][C:10]([OH:12])=O)=[O:7])([CH3:4])([CH3:3])[CH3:2].O.[OH:14][N:15]1C2C=CC=CC=2N=N1.Cl.CN(C)CCCN=C=NCC.C(O[C:39]([CH:41]1[CH2:46][NH:45][CH2:44][CH2:43][N:42]1[S:47]([C:50]1[CH:55]=[CH:54][C:53]([O:56][CH2:57][C:58]#[C:59][CH3:60])=[CH:52][CH:51]=1)(=[O:49])=[O:48])=[O:40])C. The catalyst is CN(C=O)C.C(OCC)(=O)C. The product is [C:1]([O:5][C:6](=[O:7])[NH:8][CH2:9][C:10]([N:45]1[CH2:44][CH2:43][N:42]([S:47]([C:50]2[CH:51]=[CH:52][C:53]([O:56][CH2:57][C:58]#[C:59][CH3:60])=[CH:54][CH:55]=2)(=[O:49])=[O:48])[CH:41]([C:39](=[O:40])[NH:15][OH:14])[CH2:46]1)=[O:12])([CH3:2])([CH3:3])[CH3:4]. The yield is 0.950. (8) The reactants are [CH2:1]([O:3][C:4]([C:6]1[CH:11]=[CH:10][C:9]([C@@H:12]([NH:14][S@@:15]([C:17]([CH3:20])([CH3:19])[CH3:18])=[O:16])[CH3:13])=[C:8]([F:21])[CH:7]=1)=[CH2:5])[CH3:2].Cl[CH2:23]I.C([Zn]CC)C.[NH4+].[Cl-]. The catalyst is C1(C)C=CC=CC=1.CO.C(Cl)Cl. The product is [CH2:1]([O:3][C:4]1([C:6]2[CH:11]=[CH:10][C:9]([C@@H:12]([NH:14][S@@:15]([C:17]([CH3:19])([CH3:18])[CH3:20])=[O:16])[CH3:13])=[C:8]([F:21])[CH:7]=2)[CH2:23][CH2:5]1)[CH3:2]. The yield is 0.280. (9) The reactants are [CH3:1][O:2][C:3]1[CH:4]=[C:5]([CH:22]=[CH:23][C:24]=1[N+:25]([O-])=O)[C:6]([NH:8][C:9]1[CH:14]=[CH:13][C:12]([O:15][CH3:16])=[C:11]([NH:17][S:18]([CH3:21])(=[O:20])=[O:19])[CH:10]=1)=[O:7].[CH3:28][S:29](Cl)(=[O:31])=[O:30].Cl. The catalyst is CO.[Pd].N1C=CC=CC=1. The product is [CH3:28][S:29]([NH:25][C:24]1[CH:23]=[CH:22][C:5]([C:6]([NH:8][C:9]2[CH:14]=[CH:13][C:12]([O:15][CH3:16])=[C:11]([NH:17][S:18]([CH3:21])(=[O:20])=[O:19])[CH:10]=2)=[O:7])=[CH:4][C:3]=1[O:2][CH3:1])(=[O:31])=[O:30]. The yield is 0.860.